From a dataset of Forward reaction prediction with 1.9M reactions from USPTO patents (1976-2016). Predict the product of the given reaction. (1) The product is: [Cl:1][C:2]1[CH:3]=[C:4]([CH:16]=[CH:17][CH:18]=1)[C:5]([NH:7][C:8]1[C:9]([N:19]2[CH2:24][CH2:23][CH:22]([CH2:25][CH2:26][CH2:27][OH:28])[CH2:21][CH2:20]2)=[N:10][CH:11]=[C:12]([Cl:14])[CH:13]=1)=[O:6]. Given the reactants [Cl:1][C:2]1[CH:3]=[C:4]([CH:16]=[CH:17][CH:18]=1)[C:5]([NH:7][C:8]1[C:9](Cl)=[N:10][CH:11]=[C:12]([Cl:14])[CH:13]=1)=[O:6].[NH:19]1[CH2:24][CH2:23][CH:22]([CH2:25][CH2:26][CH2:27][OH:28])[CH2:21][CH2:20]1, predict the reaction product. (2) Given the reactants [C:1]1([CH2:7][CH2:8][CH2:9][CH2:10][NH2:11])[CH:6]=[CH:5][CH:4]=[CH:3][CH:2]=1.[OH:12][C:13]1[CH:18]=[CH:17][C:16]([CH:19]2[CH2:24][CH2:23][C:22](=O)[CH2:21][CH2:20]2)=[CH:15][CH:14]=1.C(O[BH-](OC(=O)C)OC(=O)C)(=O)C.[Na+].[OH-].[Na+], predict the reaction product. The product is: [C:1]1([CH2:7][CH2:8][CH2:9][CH2:10][NH:11][C@@H:22]2[CH2:21][CH2:20][C@H:19]([C:16]3[CH:17]=[CH:18][C:13]([OH:12])=[CH:14][CH:15]=3)[CH2:24][CH2:23]2)[CH:6]=[CH:5][CH:4]=[CH:3][CH:2]=1.